From a dataset of Forward reaction prediction with 1.9M reactions from USPTO patents (1976-2016). Predict the product of the given reaction. (1) Given the reactants [CH2:1]([O:3][C:4]([C:6]1([C:9]2[CH:14]=[CH:13][C:12]([C:15]3[CH:20]=[CH:19][C:18]([C:21]4[S:22][C:23]([F:29])=[CH:24][C:25]=4C(O)=O)=[CH:17][C:16]=3[O:30][CH3:31])=[CH:11][CH:10]=2)[CH2:8][CH2:7]1)=[O:5])[CH3:2].C([N:34]([CH2:37]C)CC)C.C1(P(N=[N+]=[N-])(C2C=CC=CC=2)=[O:46])C=CC=CC=1.[F:56][C:57]1[CH:62]=[CH:61][C:60]([F:63])=[CH:59][C:58]=1[C@H:64]([OH:66])[CH3:65], predict the reaction product. The product is: [CH2:1]([O:3][C:4]([C:6]1([C:9]2[CH:10]=[CH:11][C:12]([C:15]3[CH:20]=[CH:19][C:18]([C:21]4[S:22][C:23]([F:29])=[CH:24][C:25]=4[NH:34][C:37]([O:66][C@@H:64]([C:58]4[CH:59]=[C:60]([F:63])[CH:61]=[CH:62][C:57]=4[F:56])[CH3:65])=[O:46])=[CH:17][C:16]=3[O:30][CH3:31])=[CH:13][CH:14]=2)[CH2:7][CH2:8]1)=[O:5])[CH3:2]. (2) Given the reactants [Cl:1][C:2]1[CH:3]=[C:4]([CH:42]=[CH:43][CH:44]=1)[C:5]([O:7][C@@H:8]1[C@@H:11]([CH2:12][C:13]2[CH:18]=[CH:17][N:16]=[C:15]([N:19]([C:27]([O:29][C:30]([CH3:33])([CH3:32])[CH3:31])=[O:28])[C:20]([O:22][C:23]([CH3:26])([CH3:25])[CH3:24])=[O:21])[CH:14]=2)[C:10](=[O:34])[N:9]1[Si](C(C)(C)C)(C)C)=[O:6].CO.C(O)(=O)C.[F-].[NH4+], predict the reaction product. The product is: [Cl:1][C:2]1[CH:3]=[C:4]([CH:42]=[CH:43][CH:44]=1)[C:5]([O:7][C@@H:8]1[C@@H:11]([CH2:12][C:13]2[CH:18]=[CH:17][N:16]=[C:15]([N:19]([C:27]([O:29][C:30]([CH3:32])([CH3:31])[CH3:33])=[O:28])[C:20]([O:22][C:23]([CH3:26])([CH3:25])[CH3:24])=[O:21])[CH:14]=2)[C:10](=[O:34])[NH:9]1)=[O:6]. (3) Given the reactants [C:1]([OH:12])(=O)[C:2]1[CH:10]=[CH:9][CH:8]=[C:4]([C:5]([OH:7])=[O:6])[CH:3]=1.[NH2:13][C:14]1C=CC=C[C:15]=1O.[OH:21][C:22]1[CH:31]=C[C:29]2[C:24](=[CH:25][CH:26]=[C:27]([C:32]([OH:34])=[O:33])[CH:28]=2)C=1.C(O[C:39](=[O:41])[CH3:40])(=O)C, predict the reaction product. The product is: [C:22]1(=[O:21])[N:13]([C:3]2[CH:2]=[CH:10][CH:9]=[CH:8][C:4]=2[C:5]([OH:7])=[O:6])[C:39](=[O:41])[CH:40]=[CH:31]1.[C:32]([OH:34])(=[O:33])[C:27]1[CH:28]=[CH:29][CH:24]=[CH:25][CH:26]=1.[C:5]([OH:7])(=[O:6])[C:4]1[CH:8]=[CH:9][CH:10]=[CH:2][CH:3]=1.[CH:14]#[CH:15].[C:1]1(=[O:12])[NH:13][C:39](=[O:41])[CH:40]=[CH:2]1.